The task is: Predict the product of the given reaction.. This data is from Forward reaction prediction with 1.9M reactions from USPTO patents (1976-2016). (1) Given the reactants Cl[C:2]1[CH:3]=[CH:4][C:5]([N+:12]([O-:14])=[O:13])=[C:6]([CH:11]=1)[C:7]([O:9][CH3:10])=[O:8].[F:15][C:16]1[CH:21]=[C:20]([F:22])[CH:19]=[CH:18][C:17]=1[OH:23].C(=O)([O-])[O-].[K+].[K+].O, predict the reaction product. The product is: [CH3:10][O:9][C:7](=[O:8])[C:6]1[CH:11]=[C:2]([O:23][C:17]2[CH:18]=[CH:19][C:20]([F:22])=[CH:21][C:16]=2[F:15])[CH:3]=[CH:4][C:5]=1[N+:12]([O-:14])=[O:13]. (2) Given the reactants O.O.[Cl:3][C:4]1[CH:9]=[CH:8][C:7]([C:10]2[NH:14][N:13]=[C:12]([N:15]3[CH2:20][CH2:19][N:18]([C:21](=[O:27])[CH2:22][CH2:23][C:24]([OH:26])=[O:25])[CH2:17][CH2:16]3)[C:11]=2[C:28]2[CH:33]=[CH:32][N:31]=[CH:30][CH:29]=2)=[CH:6][CH:5]=1.[OH-].[Na+], predict the reaction product. The product is: [Cl:3][C:4]1[CH:5]=[CH:6][C:7]([C:10]2[NH:14][N:13]=[C:12]([N:15]3[CH2:20][CH2:19][N:18]([C:21](=[O:27])[CH2:22][CH2:23][C:24]([OH:26])=[O:25])[CH2:17][CH2:16]3)[C:11]=2[C:28]2[CH:29]=[CH:30][N:31]=[CH:32][CH:33]=2)=[CH:8][CH:9]=1. (3) Given the reactants [N+:1]([C:4]1[CH:12]=[CH:11][C:10]([S:13][S:13][C:10]2[CH:11]=[CH:12][C:4]([N+:1]([O-:3])=[O:2])=[C:5]([CH:9]=2)[C:6]([OH:8])=[O:7])=[CH:9][C:5]=1[C:6]([OH:8])=[O:7])([O-:3])=[O:2].CC([C@@H](O)C(NCCC(NCCS)=O)=O)(COP(OP(OC[C@H]1O[C@@H](N2C3N=CN=C(N)C=3N=C2)[C@H](O)[C@@H]1OP(O)(O)=O)(O)=O)(O)=O)C.OC(CC(=O)[O-])C[N+](C)(C)C.C(SCCNC(=O)CCNC(=O)[C@H](O)C(C)(C)COP(O)(=O)OP(O)(=O)OC[C@H]1O[C@@H](N2C3N=CN=C(N)C=3N=C2)[C@H](O)[C@@H]1OP(O)(O)=O)(=O)CCCCCCCCCCCCCCC, predict the reaction product. The product is: [SH:13][C:10]1[CH:11]=[CH:12][C:4]([N+:1]([O-:3])=[O:2])=[C:5]([CH:9]=1)[C:6]([OH:8])=[O:7]. (4) Given the reactants C(OC(=O)[NH:7][CH2:8][CH2:9][O:10][N:11]1[C:19](=[O:20])[C:18]2[C:13](=[CH:14][CH:15]=[CH:16][CH:17]=2)[C:12]1=[O:21])(C)(C)C, predict the reaction product. The product is: [NH2:7][CH2:8][CH2:9][O:10][N:11]1[C:12](=[O:21])[C:13]2[C:18](=[CH:17][CH:16]=[CH:15][CH:14]=2)[C:19]1=[O:20]. (5) Given the reactants [F-:1].[K+].[F:3][C:4]([F:18])([C:8]([F:17])([F:16])[C:9]([F:15])([F:14])[C:10]([F:13])([F:12])[F:11])[C:5]([F:7])=[O:6].[C:19]([O:29][C:30](=[C:32]([F:34])[F:33])[F:31])([C:22]([C:25]([F:28])([F:27])[F:26])([F:24])[F:23])([F:21])[F:20].S(O[CH2:42][CH3:43])(OCC)(=O)=O.[OH-].[K+], predict the reaction product. The product is: [C:19]([O:29][C:30]([C:5]([C:4]([C:8]([C:9]([C:10]([F:12])([F:11])[F:13])([F:15])[F:14])([F:16])[F:17])([F:18])[F:3])([O:6][CH2:42][CH3:43])[F:7])([C:32]([F:1])([F:33])[F:34])[F:31])([C:22]([C:25]([F:28])([F:27])[F:26])([F:24])[F:23])([F:21])[F:20].